Dataset: Full USPTO retrosynthesis dataset with 1.9M reactions from patents (1976-2016). Task: Predict the reactants needed to synthesize the given product. (1) Given the product [Cl:1][C:2]1[N:3]=[C:4]([NH:9][C:20]2[CH:19]=[CH:17][C:16]([S:21]([N:6]3[CH2:68][CH2:28][N:3]([CH3:4])[CH2:2][CH2:7]3)(=[O:22])=[O:23])=[CH:15][C:14]=2[O:72][CH3:69])[N:5]=[N:6][C:7]=1[CH3:8], predict the reactants needed to synthesize it. The reactants are: [Cl:1][C:2]1[N:3]=[C:4]([NH2:9])[N:5]=[N:6][C:7]=1[CH3:8].CP([C:14]1[CH:20]=[CH:19][C:17](N)=[C:16]([S:21](C(C)C)(=[O:23])=[O:22])[CH:15]=1)(C)=O.C[C:28]1([CH3:68])C2C(=C(P(C3C=CC=CC=3)C3C=CC=CC=3)C=CC=2)OC2C(P(C3C=CC=CC=3)C3C=CC=CC=3)=CC=CC1=2.[C:69](=[O:72])([O-])[O-].[Cs+].[Cs+]. (2) The reactants are: S(S([O-])=O)([O-])=O.[Na+].[Na+].[CH3:9][C:10]1[CH:15]=[C:14]([O:16][CH2:17][CH2:18][CH2:19][CH2:20][CH3:21])[CH:13]=[C:12]([CH3:22])[C:11]=1[N:23]=NC1C=CC([N+]([O-])=O)=CC=1. Given the product [CH3:22][C:12]1[CH:13]=[C:14]([O:16][CH2:17][CH2:18][CH2:19][CH2:20][CH3:21])[CH:15]=[C:10]([CH3:9])[C:11]=1[NH2:23], predict the reactants needed to synthesize it. (3) Given the product [F:44][C:19]([F:18])([F:43])[CH2:20][NH:21][C:22]([C:24]1([CH2:38][CH2:39][CH2:40][CH2:41][N:4]2[CH2:3][CH2:2][N:1]([C:7]3[CH:8]=[CH:9][C:10]([C:11]([O:13][CH2:14][CH3:15])=[O:12])=[CH:16][CH:17]=3)[CH2:6][CH2:5]2)[C:25]2[CH:26]=[CH:27][CH:28]=[CH:29][C:30]=2[O:31][C:32]2[C:37]1=[CH:36][CH:35]=[CH:34][CH:33]=2)=[O:23], predict the reactants needed to synthesize it. The reactants are: [N:1]1([C:7]2[CH:17]=[CH:16][C:10]([C:11]([O:13][CH2:14][CH3:15])=[O:12])=[CH:9][CH:8]=2)[CH2:6][CH2:5][NH:4][CH2:3][CH2:2]1.[F:18][C:19]([F:44])([F:43])[CH2:20][NH:21][C:22]([C:24]1([CH2:38][CH2:39][CH2:40][CH2:41]Br)[C:37]2[CH:36]=[CH:35][CH:34]=[CH:33][C:32]=2[O:31][C:30]2[C:25]1=[CH:26][CH:27]=[CH:28][CH:29]=2)=[O:23]. (4) Given the product [ClH:43].[ClH:75].[ClH:43].[CH3:18][C:10]1[C:11]2[C:16](=[CH:15][CH:14]=[C:13]([C:65]3[N:63]4[N:64]=[C:59]([NH:58][CH:54]5[CH2:55][CH2:56][CH2:57][NH:52][CH2:53]5)[CH:60]=[CH:61][C:62]4=[N:67][CH:66]=3)[CH:12]=2)[NH:8][N:9]=1, predict the reactants needed to synthesize it. The reactants are: C([N:8]1[C:16]2[C:11](=[CH:12][C:13](Br)=[CH:14][CH:15]=2)[C:10]([CH3:18])=[N:9]1)(OC(C)(C)C)=O.C([O-])(=O)C.[K+].B1(B2OC(C)(C)C(C)(C)O2)OC(C)(C)C(C)(C)O1.C(Cl)[Cl:43].C(OC([N:52]1[CH2:57][CH2:56][CH2:55][CH:54]([NH:58][C:59]2[CH:60]=[CH:61][C:62]3[N:63]([C:65](Br)=[CH:66][N:67]=3)[N:64]=2)[CH2:53]1)=O)(C)(C)C.C(=O)([O-])[O-].[K+].[K+].[ClH:75]. (5) The reactants are: [C:12]([O:11][C:9](O[C:9]([O:11][C:12]([CH3:15])([CH3:14])[CH3:13])=[O:10])=[O:10])([CH3:15])([CH3:14])[CH3:13].[F:16][C:17]([F:31])([F:30])[C:18]1[CH:29]=[CH:28][C:21]2[NH:22][CH2:23][CH2:24][CH2:25][C:26](=[O:27])[C:20]=2[CH:19]=1.CN(C1C=CC=CN=1)C.C(N(C(C)C)CC)(C)C. Given the product [C:12]([O:11][C:9]([N:22]1[CH2:23][CH2:24][CH2:25][C:26](=[O:27])[C:20]2[CH:19]=[C:18]([C:17]([F:16])([F:30])[F:31])[CH:29]=[CH:28][C:21]1=2)=[O:10])([CH3:13])([CH3:14])[CH3:15], predict the reactants needed to synthesize it. (6) Given the product [N+:45]([C:21]1[CH:22]=[CH:23][CH:24]=[CH:25][C:20]=1[OH:19])([O-:2])=[O:46], predict the reactants needed to synthesize it. The reactants are: C(O)(C(F)(F)F)=[O:2].C(O[C@@H](CCNC(OCC1C=CC=CC=1)=O)C(=O)[O:19][C:20]1[C:25](F)=[C:24](F)[C:23](F)=[C:22](F)[C:21]=1F)(=O)C1C=CC=CC=1.[NH4+:45].[OH-:46]. (7) Given the product [CH2:1]([N:8]1[CH2:16][C:15]2[C:10](=[CH:11][CH:12]=[C:13]([C:17]3[CH2:18][O:19][CH2:20][CH:21]=3)[CH:14]=2)[CH2:9]1)[C:2]1[CH:3]=[CH:4][CH:5]=[CH:6][CH:7]=1, predict the reactants needed to synthesize it. The reactants are: [CH2:1]([N:8]1[CH2:16][C:15]2[C:10](=[CH:11][CH:12]=[C:13]([C:17]3(O)[CH2:21][CH2:20][O:19][CH2:18]3)[CH:14]=2)[CH2:9]1)[C:2]1[CH:7]=[CH:6][CH:5]=[CH:4][CH:3]=1.CS(Cl)(=O)=O.C1CCN2C(=NCCC2)CC1. (8) Given the product [Br:1][C:2]1[CH:7]=[CH:6][N:5]=[C:4]([CH2:8][C:14]([C:13]2[CH:18]=[CH:19][C:10]([CH3:9])=[CH:11][CH:12]=2)=[O:15])[CH:3]=1, predict the reactants needed to synthesize it. The reactants are: [Br:1][C:2]1[CH:7]=[CH:6][N:5]=[C:4]([CH3:8])[CH:3]=1.[CH3:9][C:10]1[CH:19]=[CH:18][C:13]([C:14](OC)=[O:15])=[CH:12][CH:11]=1.C[Si](C)(C)N[Si](C)(C)C.[Li]. (9) Given the product [Br:1][C:2]1[CH:3]=[CH:4][C:5]([CH:8]2[CH2:12][CH2:11][CH2:10][N:9]2[CH3:13])=[CH:6][CH:7]=1, predict the reactants needed to synthesize it. The reactants are: [Br:1][C:2]1[CH:7]=[CH:6][C:5]([CH:8]2[CH2:12][CH2:11][CH2:10][NH:9]2)=[CH:4][CH:3]=1.[C:13](=O)([O-])[O-].[K+].[K+].CN(C)C=O.CI.